From a dataset of Reaction yield outcomes from USPTO patents with 853,638 reactions. Predict the reaction yield, written as a fraction of the theoretical maximum amount of product (1.0 means a 100% yield; for example, 0.34 means a 34% yield). (1) The reactants are [CH3:1][N:2]([CH3:20])[CH2:3][CH2:4][C:5]([N:7]1[CH2:16][CH2:15][C:14]2[C:9](=[CH:10][C:11]([NH2:19])=[C:12]([O:17][CH3:18])[CH:13]=2)[CH2:8]1)=O.[H-].[Al+3].[Li+].[H-].[H-].[H-]. The catalyst is O1CCCC1. The product is [CH3:20][N:2]([CH3:1])[CH2:3][CH2:4][CH2:5][N:7]1[CH2:16][CH2:15][C:14]2[C:9](=[CH:10][C:11]([NH2:19])=[C:12]([O:17][CH3:18])[CH:13]=2)[CH2:8]1. The yield is 0.900. (2) The reactants are [NH2:1][C@@H:2]([CH2:33][C:34]1[CH:39]=[CH:38][CH:37]=[CH:36][CH:35]=1)[C@@H:3]([OH:32])[CH2:4][C@H:5]([NH:19][C:20]([C@@H:22]([NH:27][C:28](=[O:31])[O:29][CH3:30])[C:23]([CH3:26])([CH3:25])[CH3:24])=[O:21])[CH2:6][C:7]1[CH:12]=[CH:11][C:10]([C:13]2[CH:18]=[CH:17][CH:16]=[CH:15][N:14]=2)=[CH:9][CH:8]=1.[CH3:40][O:41][C:42]([NH:44][C@@H:45]([C:49]([CH3:52])([CH3:51])[CH3:50])[C:46](O)=[O:47])=[O:43].CCOP(ON1N=NC2C=CC=CC=2C1=O)(OCC)=O.C(N(CC)C(C)C)(C)C. The catalyst is C1COCC1. The product is [CH3:30][O:29][C:28](=[O:31])[NH:27][C@@H:22]([C:23]([CH3:26])([CH3:25])[CH3:24])[C:20](=[O:21])[NH:19][C@H:5]([CH2:6][C:7]1[CH:12]=[CH:11][C:10]([C:13]2[CH:18]=[CH:17][CH:16]=[CH:15][N:14]=2)=[CH:9][CH:8]=1)[CH2:4][C@H:3]([OH:32])[C@H:2]([CH2:33][C:34]1[CH:35]=[CH:36][CH:37]=[CH:38][CH:39]=1)[NH:1][C:46](=[O:47])[C@H:45]([C:49]([CH3:51])([CH3:50])[CH3:52])[NH:44][C:42](=[O:43])[O:41][CH3:40]. The yield is 0.810. (3) The reactants are [NH2:1][C:2]1[CH:10]=[C:9]([O:11][CH3:12])[CH:8]=[C:7]([O:13][CH3:14])[C:3]=1[C:4]([NH2:6])=[O:5].[CH3:15][C:16]1[CH:23]=[CH:22][CH:21]=[CH:20][C:17]=1[CH:18]=O.OS([O-])=O.[Na+].CC1C=CC(S(O)(=O)=O)=CC=1.O. The catalyst is CC(N(C)C)=O.CCOC(C)=O.O. The product is [CH3:14][O:13][C:7]1[CH:8]=[C:9]([O:11][CH3:12])[CH:10]=[C:2]2[C:3]=1[C:4](=[O:5])[NH:6][C:15]([C:16]1[CH:23]=[CH:22][CH:21]=[CH:20][C:17]=1[CH3:18])=[N:1]2. The yield is 0.280.